Dataset: Forward reaction prediction with 1.9M reactions from USPTO patents (1976-2016). Task: Predict the product of the given reaction. The product is: [CH2:2]([C:3]1[O:9][C:8]([CH:10]2[CH2:11][CH2:12][NH:13][CH2:14][CH2:15]2)=[N:6][N:7]=1)[CH3:1]. Given the reactants [C:1](O)(=O)[CH2:2][CH3:3].[NH:6]([C:8]([CH:10]1[CH2:15][CH2:14][N:13](C(OC(C)(C)C)=O)[CH2:12][CH2:11]1)=[O:9])[NH2:7], predict the reaction product.